Task: Predict the product of the given reaction.. Dataset: Forward reaction prediction with 1.9M reactions from USPTO patents (1976-2016) Given the reactants [CH3:1][O:2][C:3]([CH:5]1[CH2:9][O:8][C:7](=[O:10])[NH:6]1)=[O:4].[C:11](O[C:11]([O:13][C:14]([CH3:17])([CH3:16])[CH3:15])=[O:12])([O:13][C:14]([CH3:17])([CH3:16])[CH3:15])=[O:12].C(N(CC)CC)C, predict the reaction product. The product is: [C:11]([N:6]1[CH:5]([C:3]([O:2][CH3:1])=[O:4])[CH2:9][O:8][C:7]1=[O:10])([O:13][C:14]([CH3:17])([CH3:16])[CH3:15])=[O:12].